This data is from Buchwald-Hartwig C-N cross coupling reaction yields with 55,370 reactions. The task is: Predict the reaction yield, written as a fraction of the theoretical maximum amount of product (1.0 means a 100% yield; for example, 0.34 means a 34% yield). (1) The reactants are CCc1ccc(I)cc1.Cc1ccc(N)cc1.O=S(=O)(O[Pd]1c2ccccc2-c2ccccc2N~1)C(F)(F)F.COc1ccc(OC)c(P(C(C)(C)C)C(C)(C)C)c1-c1c(C(C)C)cc(C(C)C)cc1C(C)C.CN1CCCN2CCCN=C12.Cc1cc(C)on1. No catalyst specified. The product is CCc1ccc(Nc2ccc(C)cc2)cc1. The yield is 0.798. (2) The yield is 0.219. No catalyst specified. The product is Cc1ccc(Nc2cccnc2)cc1. The reactants are Brc1cccnc1.Cc1ccc(N)cc1.O=S(=O)(O[Pd]1c2ccccc2-c2ccccc2N~1)C(F)(F)F.CC(C)c1cc(C(C)C)c(-c2ccccc2P(C(C)(C)C)C(C)(C)C)c(C(C)C)c1.CCN=P(N=P(N(C)C)(N(C)C)N(C)C)(N(C)C)N(C)C.Cc1ccno1. (3) The reactants are COc1ccc(Br)cc1.Cc1ccc(N)cc1.O=S(=O)(O[Pd]1c2ccccc2-c2ccccc2N~1)C(F)(F)F.COc1ccc(OC)c(P([C@]23C[C@H]4C[C@H](C[C@H](C4)C2)C3)[C@]23C[C@H]4C[C@H](C[C@H](C4)C2)C3)c1-c1c(C(C)C)cc(C(C)C)cc1C(C)C.CN(C)C(=NC(C)(C)C)N(C)C.c1ccc(-c2ccon2)cc1. No catalyst specified. The product is COc1ccc(Nc2ccc(C)cc2)cc1. The yield is 0.462. (4) The reactants are COc1ccc(Cl)cc1.Cc1ccc(N)cc1.O=S(=O)(O[Pd]1c2ccccc2-c2ccccc2N~1)C(F)(F)F.CC(C)c1cc(C(C)C)c(-c2ccccc2P(C2CCCCC2)C2CCCCC2)c(C(C)C)c1.CN(C)C(=NC(C)(C)C)N(C)C.CCOC(=O)c1cnoc1. No catalyst specified. The product is COc1ccc(Nc2ccc(C)cc2)cc1. The yield is 0. (5) The reactants are COc1ccc(I)cc1.Cc1ccc(N)cc1.O=S(=O)(O[Pd]1c2ccccc2-c2ccccc2N~1)C(F)(F)F.CC(C)c1cc(C(C)C)c(-c2ccccc2P(C(C)(C)C)C(C)(C)C)c(C(C)C)c1.CCN=P(N=P(N(C)C)(N(C)C)N(C)C)(N(C)C)N(C)C.Cc1ccno1. No catalyst specified. The product is COc1ccc(Nc2ccc(C)cc2)cc1. The yield is 0.183. (6) The reactants are Clc1ccccn1.Cc1ccc(N)cc1.O=S(=O)(O[Pd]1c2ccccc2-c2ccccc2N~1)C(F)(F)F.COc1ccc(OC)c(P([C@]23C[C@H]4C[C@H](C[C@H](C4)C2)C3)[C@]23C[C@H]4C[C@H](C[C@H](C4)C2)C3)c1-c1c(C(C)C)cc(C(C)C)cc1C(C)C.CN1CCCN2CCCN=C12.CCOC(=O)c1ccon1. No catalyst specified. The product is Cc1ccc(Nc2ccccn2)cc1. The yield is 0.830. (7) No catalyst specified. The reactants are CCc1ccc(I)cc1.Cc1ccc(N)cc1.O=S(=O)(O[Pd]1c2ccccc2-c2ccccc2N~1)C(F)(F)F.COc1ccc(OC)c(P([C@]23C[C@H]4C[C@H](C[C@H](C4)C2)C3)[C@]23C[C@H]4C[C@H](C[C@H](C4)C2)C3)c1-c1c(C(C)C)cc(C(C)C)cc1C(C)C.CN1CCCN2CCCN=C12.CCOC(=O)c1cnoc1C. The yield is 0.516. The product is CCc1ccc(Nc2ccc(C)cc2)cc1. (8) The reactants are Clc1cccnc1.Cc1ccc(N)cc1.O=S(=O)(O[Pd]1c2ccccc2-c2ccccc2N~1)C(F)(F)F.CC(C)c1cc(C(C)C)c(-c2ccccc2P(C2CCCCC2)C2CCCCC2)c(C(C)C)c1.CN(C)C(=NC(C)(C)C)N(C)C.CCOC(=O)c1cnoc1. No catalyst specified. The product is Cc1ccc(Nc2cccnc2)cc1. The yield is 0. (9) The reactants are FC(F)(F)c1ccc(Cl)cc1.Cc1ccc(N)cc1.O=S(=O)(O[Pd]1c2ccccc2-c2ccccc2N~1)C(F)(F)F.COc1ccc(OC)c(P(C(C)(C)C)C(C)(C)C)c1-c1c(C(C)C)cc(C(C)C)cc1C(C)C.CN(C)C(=NC(C)(C)C)N(C)C.Cc1cc(C)on1. No catalyst specified. The product is Cc1ccc(Nc2ccc(C(F)(F)F)cc2)cc1. The yield is 0.161. (10) The reactants are Clc1ccccn1.Cc1ccc(N)cc1.O=S(=O)(O[Pd]1c2ccccc2-c2ccccc2N~1)C(F)(F)F.COc1ccc(OC)c(P([C@]23C[C@H]4C[C@H](C[C@H](C4)C2)C3)[C@]23C[C@H]4C[C@H](C[C@H](C4)C2)C3)c1-c1c(C(C)C)cc(C(C)C)cc1C(C)C.CN(C)C(=NC(C)(C)C)N(C)C.Cc1ccno1. No catalyst specified. The product is Cc1ccc(Nc2ccccn2)cc1. The yield is 0.284.